Dataset: Reaction yield outcomes from USPTO patents with 853,638 reactions. Task: Predict the reaction yield, written as a fraction of the theoretical maximum amount of product (1.0 means a 100% yield; for example, 0.34 means a 34% yield). (1) The reactants are [C:1]([O:5][C:6](=[O:22])[CH2:7][N:8]=[C:9]([C:16]1[CH:21]=[CH:20][CH:19]=[CH:18][CH:17]=1)[C:10]1[CH:15]=[CH:14][CH:13]=[CH:12][CH:11]=1)([CH3:4])([CH3:3])[CH3:2].C([N-]C(C)C)(C)C.[Li+].[CH:31]1([CH2:39]I)[CH2:38][CH2:37][CH2:36][CH2:35][CH2:34][CH2:33][CH2:32]1. The catalyst is O1CCCC1. The product is [C:1]([O:5][C:6](=[O:22])[CH:7]([N:8]=[C:9]([C:10]1[CH:11]=[CH:12][CH:13]=[CH:14][CH:15]=1)[C:16]1[CH:17]=[CH:18][CH:19]=[CH:20][CH:21]=1)[CH2:39][CH:31]1[CH2:38][CH2:37][CH2:36][CH2:35][CH2:34][CH2:33][CH2:32]1)([CH3:4])([CH3:2])[CH3:3]. The yield is 0.790. (2) The reactants are [H-].[Na+].[F:3][C:4]1[CH:13]=[CH:12][C:7]([C:8]([O:10][CH3:11])=[O:9])=[CH:6][C:5]=1[NH:14][C:15]1[CH:16]=[N:17][CH:18]=[N:19][CH:20]=1.I[CH3:22].CO. The catalyst is C1COCC1. The product is [F:3][C:4]1[CH:13]=[CH:12][C:7]([C:8]([O:10][CH3:11])=[O:9])=[CH:6][C:5]=1[N:14]([CH3:22])[C:15]1[CH:20]=[N:19][CH:18]=[N:17][CH:16]=1. The yield is 0.570.